Dataset: Catalyst prediction with 721,799 reactions and 888 catalyst types from USPTO. Task: Predict which catalyst facilitates the given reaction. (1) Reactant: [NH2:1][C:2]1[CH:7]=[CH:6][C:5]([NH:8][C:9]2[N:14]=[C:13]([NH:15][CH2:16][C:17]#[CH:18])[C:12]([Br:19])=[CH:11][N:10]=2)=[CH:4][CH:3]=1.[CH2:20]([N:23]=[C:24]=[S:25])[CH:21]=[CH2:22]. Product: [CH2:20]([NH:23][C:24]([NH:1][C:2]1[CH:7]=[CH:6][C:5]([NH:8][C:9]2[N:14]=[C:13]([NH:15][CH2:16][C:17]#[CH:18])[C:12]([Br:19])=[CH:11][N:10]=2)=[CH:4][CH:3]=1)=[S:25])[CH:21]=[CH2:22]. The catalyst class is: 10. (2) Reactant: C(O[C:4](=[O:30])[C@H:5]([O:7][C:8]1[CH:29]=[CH:28][C:11]2[C:12]3[N:16]([CH2:17][CH2:18][O:19][C:10]=2[CH:9]=1)[CH:15]=[C:14]([C:20]1[N:21]([CH:25]([CH3:27])[CH3:26])[N:22]=[CH:23][N:24]=1)[N:13]=3)[CH3:6])C.O.[OH-].[Li+].Cl.C[N:36](C(ON1N=NC2C=CC=NC1=2)=[N+](C)C)C.F[P-](F)(F)(F)(F)F.[Cl-].[NH4+].C(N(CC)CC)C. Product: [CH:25]([N:21]1[C:20]([C:14]2[N:13]=[C:12]3[C:11]4[CH:28]=[CH:29][C:8]([O:7][C@H:5]([CH3:6])[C:4]([NH2:36])=[O:30])=[CH:9][C:10]=4[O:19][CH2:18][CH2:17][N:16]3[CH:15]=2)=[N:24][CH:23]=[N:22]1)([CH3:26])[CH3:27]. The catalyst class is: 24. (3) Reactant: [NH2:1][C:2]1[CH:3]=[C:4]([CH:7]=[CH:8][N:9]=1)C#N.C[CH2:11][N:12](CC)CC. Product: [NH2:1][C:2]1[CH:3]=[C:4]([NH:12][CH3:11])[CH:7]=[CH:8][N:9]=1. The catalyst class is: 256. (4) Reactant: [Br:1][C:2]1[C:6]([N:7]([CH3:9])[CH3:8])=[C:5](Br)[S:4][C:3]=1[C:11]([O:13][CH2:14][CH3:15])=[O:12].C(O)C.[Cl:19][C:20]1[CH:25]=[CH:24][C:23](B(O)O)=[CH:22][CH:21]=1.C(=O)([O-])[O-].[K+].[K+]. Product: [Br:1][C:2]1[C:6]([N:7]([CH3:9])[CH3:8])=[C:5]([C:23]2[CH:24]=[CH:25][C:20]([Cl:19])=[CH:21][CH:22]=2)[S:4][C:3]=1[C:11]([O:13][CH2:14][CH3:15])=[O:12]. The catalyst class is: 109. (5) Reactant: C(NC(C)C)(C)C.C([Li])CCC.[C:13]1([C:23]2[CH:28]=[CH:27][CH:26]=[CH:25][CH:24]=2)[CH:18]=[CH:17][C:16]([CH2:19][C:20]([OH:22])=[O:21])=[CH:15][CH:14]=1.I[CH2:30][CH:31]1[CH2:35][CH2:34][CH2:33][CH2:32]1. Product: [C:13]1([C:23]2[CH:24]=[CH:25][CH:26]=[CH:27][CH:28]=2)[CH:14]=[CH:15][C:16]([CH:19]([CH2:30][CH:31]2[CH2:35][CH2:34][CH2:33][CH2:32]2)[C:20]([OH:22])=[O:21])=[CH:17][CH:18]=1. The catalyst class is: 544. (6) The catalyst class is: 313. Product: [Cl:1][C:2]1[N:7]=[C:6]([NH:8][NH:9][C:10](=[O:29])[C@H:11]([CH2:23][CH:24]2[CH2:25][CH2:26][CH2:27][CH2:28]2)[CH2:12][N:13]([OH:16])[CH:14]=[O:15])[C:5]([F:30])=[C:4]([N:31]2[CH2:35][CH:34]([N:36]([CH3:38])[CH3:37])[C:33]([CH3:40])([CH3:39])[CH2:32]2)[N:3]=1. Reactant: [Cl:1][C:2]1[N:7]=[C:6]([NH:8][NH:9][C:10](=[O:29])[C@H:11]([CH2:23][CH:24]2[CH2:28][CH2:27][CH2:26][CH2:25]2)[CH2:12][N:13]([O:16]C2CCCCO2)[CH:14]=[O:15])[C:5]([F:30])=[C:4]([N:31]2[CH2:35][CH:34]([N:36]([CH3:38])[CH3:37])[C:33]([CH3:40])([CH3:39])[CH2:32]2)[N:3]=1. (7) Reactant: [Cl:1][C:2]1[S:17][C:5]2[O:6][C:7]3[CH:15]=[C:14]([CH3:16])[CH:13]=[CH:12][C:8]=3[N:9]=[C:10](Cl)[C:4]=2[CH:3]=1.C(=O)([O-])[O-].[K+].[K+].Cl.Cl.[CH3:26][C:27]([CH3:39])([CH2:32][N:33]1[CH2:38][CH2:37][NH:36][CH2:35][CH2:34]1)[C:28]([O:30][CH3:31])=[O:29]. Product: [Cl:1][C:2]1[S:17][C:5]2[O:6][C:7]3[CH:15]=[C:14]([CH3:16])[CH:13]=[CH:12][C:8]=3[N:9]=[C:10]([N:36]3[CH2:35][CH2:34][N:33]([CH2:32][C:27]([CH3:39])([CH3:26])[C:28]([O:30][CH3:31])=[O:29])[CH2:38][CH2:37]3)[C:4]=2[CH:3]=1. The catalyst class is: 10.